From a dataset of Reaction yield outcomes from USPTO patents with 853,638 reactions. Predict the reaction yield, written as a fraction of the theoretical maximum amount of product (1.0 means a 100% yield; for example, 0.34 means a 34% yield). (1) The reactants are [Br:1][C:2]1[CH:10]=[CH:9][C:5]([C:6]([OH:8])=[O:7])=[CH:4][C:3]=1[CH3:11].OS(O)(=O)=O.[C:17]([O-])(O)=O.[Na+]. The catalyst is CO. The product is [CH3:17][O:7][C:6](=[O:8])[C:5]1[CH:9]=[CH:10][C:2]([Br:1])=[C:3]([CH3:11])[CH:4]=1. The yield is 0.970. (2) The reactants are P(Cl)(Cl)(Cl)(Cl)Cl.[Cl:7][S:8]([OH:11])(=O)=[O:9].[Cl:12][C:13]1[O:14][CH:15]=[CH:16][CH:17]=1. No catalyst specified. The product is [Cl:12][C:13]1[O:14][C:15]([S:8]([Cl:7])(=[O:11])=[O:9])=[CH:16][CH:17]=1. The yield is 0.360. (3) The reactants are Cl.C(OC(OCC)[N:6]1[C:14]2[C:9](=[CH:10][CH:11]=[CH:12][CH:13]=2)[C:8]([C:15]#[N:16])=[C:7]1[CH:17]=[O:18])C.C([O-])([O-])=O.[K+].[K+]. The catalyst is C1COCC1. The product is [CH:17]([C:7]1[NH:6][C:14]2[C:9]([C:8]=1[C:15]#[N:16])=[CH:10][CH:11]=[CH:12][CH:13]=2)=[O:18]. The yield is 0.840. (4) The reactants are [Br:1][C:2]1[C:7](=[O:8])[N:6]([CH3:9])[N:5]=[C:4]([C:10]([O:12]C)=O)[C:3]=1[NH:14][C:15]1[CH:20]=[CH:19][C:18]([Br:21])=[CH:17][C:16]=1[F:22].[CH:23]1([CH2:26][O:27][NH2:28])[CH2:25][CH2:24]1. No catalyst specified. The product is [Br:1][C:2]1[C:7](=[O:8])[N:6]([CH3:9])[N:5]=[C:4]([C:10]([NH:28][O:27][CH2:26][CH:23]2[CH2:25][CH2:24]2)=[O:12])[C:3]=1[NH:14][C:15]1[CH:20]=[CH:19][C:18]([Br:21])=[CH:17][C:16]=1[F:22]. The yield is 0.400.